This data is from Reaction yield outcomes from USPTO patents with 853,638 reactions. The task is: Predict the reaction yield, written as a fraction of the theoretical maximum amount of product (1.0 means a 100% yield; for example, 0.34 means a 34% yield). (1) The reactants are [Cl:1][C:2]1[CH:9]=[CH:8][C:5]([C:6]#[N:7])=[CH:4][CH:3]=1.[H][H]. The catalyst is N.CO. The product is [Cl:1][C:2]1[CH:9]=[CH:8][C:5]([CH2:6][NH2:7])=[CH:4][CH:3]=1. The yield is 0.990. (2) The reactants are [Cl:1][C:2]1[CH:7]=[CH:6][CH:5]=[C:4]([Cl:8])[C:3]=1[C:9]1[C:14]2[O:15][C@@H:16]([CH2:19]OS(C3C=CC(C)=CC=3)(=O)=O)[CH2:17][O:18][C:13]=2[CH:12]=[CH:11][CH:10]=1.[N-:31]=[N+:32]=[N-:33].[Na+]. The catalyst is CN(C=O)C.O. The product is [N:31]([CH2:19][C@@H:16]1[O:15][C:14]2[C:9]([C:3]3[C:2]([Cl:1])=[CH:7][CH:6]=[CH:5][C:4]=3[Cl:8])=[CH:10][CH:11]=[CH:12][C:13]=2[O:18][CH2:17]1)=[N+:32]=[N-:33]. The yield is 0.790. (3) The reactants are [NH:1]1C=NC=N1.P(Cl)(Cl)(Cl)=O.C(N(CC)CC)C.[Si:18]([O:25][CH2:26][C@@H:27]1[C@H:31]2[O:32][C:33]([CH3:36])([CH3:35])[O:34][C@H:30]2[C@H:29]([N:37]2[CH:42]=[C:41]([CH3:43])[C:40](=O)[NH:39][C:38]2=[O:45])[S:28]1)([C:21]([CH3:24])([CH3:23])[CH3:22])([CH3:20])[CH3:19].[OH-].[NH4+]. The catalyst is C(#N)C.O1CCOCC1. The product is [NH2:1][C:40]1[C:41]([CH3:43])=[CH:42][N:37]([C@H:29]2[C@H:30]3[C@H:31]([O:32][C:33]([CH3:35])([CH3:36])[O:34]3)[C@@H:27]([CH2:26][O:25][Si:18]([C:21]([CH3:24])([CH3:22])[CH3:23])([CH3:20])[CH3:19])[S:28]2)[C:38](=[O:45])[N:39]=1. The yield is 0.900. (4) The reactants are N[C@@](C1C=CC2C(=CC=C(O[C@H]3CC[C@@H](C(F)(F)F)CC3)C=2)C=1)(C)CO.[CH3:27][C@@:28]1([C:34]2[CH:43]=[CH:42][C:41]3[C:36](=[CH:37][CH:38]=[C:39]([O:44][CH:45]4[CH2:50][CH2:49][CH:48]([CH2:51][CH2:52][CH2:53][CH2:54][CH3:55])[CH2:47][CH2:46]4)[CH:40]=3)[CH:35]=2)[CH2:32][O:31]C(=O)[NH:29]1.CC(OC(/N=N/C(OC(C)C)=O)=O)C.CCOC(/N=N/C(OCC)=O)=O. No catalyst specified. The product is [NH2:29][C@@:28]([C:34]1[CH:43]=[CH:42][C:41]2[C:36](=[CH:37][CH:38]=[C:39]([O:44][CH:45]3[CH2:46][CH2:47][CH:48]([CH2:51][CH2:52][CH2:53][CH2:54][CH3:55])[CH2:49][CH2:50]3)[CH:40]=2)[CH:35]=1)([CH3:27])[CH2:32][OH:31]. The yield is 0.350. (5) The yield is 0.120. The product is [OH:11][C:6]1[C:7](=[O:8])[NH:2][C:1](=[S:3])[N:4]([CH2:12][CH2:13][C:14]2[CH:19]=[CH:18][CH:17]=[CH:16][CH:15]=2)[N:5]=1. The reactants are [C:1]([N:4]([CH2:12][CH2:13][C:14]1[CH:19]=[CH:18][CH:17]=[CH:16][CH:15]=1)[NH:5][C:6](=[O:11])[C:7](OC)=[O:8])(=[S:3])[NH2:2].C1CCN2C(=NCCC2)CC1. The catalyst is C1COCC1. (6) The reactants are CS([O:5][CH2:6][C@@H:7]1[CH2:13][CH2:12][C:9]2([CH2:11][CH2:10]2)[N:8]1[CH3:14])(=O)=O.O[C:16]1[CH:25]=[C:24]2[C:19]([C:20]([O:26][C:27]3[CH:32]=[CH:31][C:30]([NH:33][C:34]([C:36]4[C:37](=[O:49])[N:38]([C:43]5[CH:48]=[CH:47][CH:46]=[CH:45][CH:44]=5)[N:39]([CH3:42])[C:40]=4[CH3:41])=[O:35])=[CH:29][C:28]=3[F:50])=[CH:21][CH:22]=[N:23]2)=[CH:18][CH:17]=1.C(=O)([O-])[O-].[Cs+].[Cs+]. The catalyst is CN(C)C(=O)C. The product is [CH3:14][N:8]1[C@H:7]([CH2:6][O:5][C:16]2[CH:25]=[C:24]3[C:19]([C:20]([O:26][C:27]4[CH:32]=[CH:31][C:30]([NH:33][C:34]([C:36]5[C:37](=[O:49])[N:38]([C:43]6[CH:48]=[CH:47][CH:46]=[CH:45][CH:44]=6)[N:39]([CH3:42])[C:40]=5[CH3:41])=[O:35])=[CH:29][C:28]=4[F:50])=[CH:21][CH:22]=[N:23]3)=[CH:18][CH:17]=2)[CH2:13][CH2:12][C:9]21[CH2:11][CH2:10]2. The yield is 0.0600.